This data is from Peptide-MHC class II binding affinity with 134,281 pairs from IEDB. The task is: Regression. Given a peptide amino acid sequence and an MHC pseudo amino acid sequence, predict their binding affinity value. This is MHC class II binding data. (1) The peptide sequence is FIADPASRFYNLVLA. The MHC is DRB1_1501 with pseudo-sequence DRB1_1501. The binding affinity (normalized) is 0.316. (2) The peptide sequence is TIPLVALTLTSYLGLK. The MHC is DRB3_0301 with pseudo-sequence DRB3_0301. The binding affinity (normalized) is 0.851.